This data is from Forward reaction prediction with 1.9M reactions from USPTO patents (1976-2016). The task is: Predict the product of the given reaction. (1) Given the reactants [C:1]1([N:7]=[C:8]=[O:9])[CH:6]=[CH:5][CH:4]=[CH:3][CH:2]=1.[CH3:10][O:11][C:12]1[CH:13]=[C:14]2[C:19](=[CH:20][C:21]=1[O:22][CH3:23])[N:18]=[CH:17][N:16]=[C:15]2[NH:24][C:25]1[S:26][C:27]2[CH:33]=[C:32]([NH2:34])[CH:31]=[CH:30][C:28]=2[N:29]=1, predict the reaction product. The product is: [CH3:10][O:11][C:12]1[CH:13]=[C:14]2[C:19](=[CH:20][C:21]=1[O:22][CH3:23])[N:18]=[CH:17][N:16]=[C:15]2[NH:24][C:25]1[S:26][C:27]2[CH:33]=[C:32]([NH:34][C:8]([NH:7][C:1]3[CH:6]=[CH:5][CH:4]=[CH:3][CH:2]=3)=[O:9])[CH:31]=[CH:30][C:28]=2[N:29]=1. (2) Given the reactants [F:1][C@@H:2]1[C@H:7]([O:8][CH3:9])[CH2:6][CH2:5][N:4]([C:10]2[N:15]=[C:14]([NH:16][C:17]3[N:22]=[CH:21][C:20]4[N:23]=[C:24]([C@H:32]([O:34]C5CCCCO5)[CH3:33])[N:25]([C@@H:26]([CH3:31])[C:27]([F:30])([F:29])[F:28])[C:19]=4[CH:18]=3)[CH:13]=[CH:12][N:11]=2)[CH2:3]1, predict the reaction product. The product is: [F:1][C@@H:2]1[C@H:7]([O:8][CH3:9])[CH2:6][CH2:5][N:4]([C:10]2[N:15]=[C:14]([NH:16][C:17]3[N:22]=[CH:21][C:20]4[N:23]=[C:24]([C@H:32]([OH:34])[CH3:33])[N:25]([C@@H:26]([CH3:31])[C:27]([F:30])([F:29])[F:28])[C:19]=4[CH:18]=3)[CH:13]=[CH:12][N:11]=2)[CH2:3]1. (3) Given the reactants [Cl:1][C:2]1[C:3]([NH:12][S:13]([C:16]2[CH:25]=[CH:24][C:19]([C:20]([O:22][CH3:23])=[O:21])=[CH:18][CH:17]=2)(=[O:15])=[O:14])=[N:4][CH:5]=[C:6]([C:8]([F:11])([F:10])[F:9])[CH:7]=1.Br[CH2:27][C:28]1[CH:33]=[CH:32][CH:31]=[C:30]([O:34][C:35]([F:38])([F:37])[F:36])[CH:29]=1, predict the reaction product. The product is: [Cl:1][C:2]1[C:3]([N:12]([CH2:27][C:28]2[CH:33]=[CH:32][CH:31]=[C:30]([O:34][C:35]([F:36])([F:37])[F:38])[CH:29]=2)[S:13]([C:16]2[CH:25]=[CH:24][C:19]([C:20]([O:22][CH3:23])=[O:21])=[CH:18][CH:17]=2)(=[O:15])=[O:14])=[N:4][CH:5]=[C:6]([C:8]([F:11])([F:9])[F:10])[CH:7]=1. (4) Given the reactants Br[C:2]1[CH:3]=[C:4]([NH:10][C:11]2[CH:15]=[CH:14][N:13]([CH:16]3[CH2:18][CH2:17]3)[N:12]=2)[C:5](=[O:9])[N:6]([CH3:8])[CH:7]=1.C([O:22][CH2:23][C:24]1[C:29](B2OC(C)(C)C(C)(C)O2)=[CH:28][CH:27]=[CH:26][C:25]=1[N:39]1[CH2:47][C:46]2[C:41](=[CH:42][CH:43]=[C:44]([C:48]([CH3:51])([CH3:50])[CH3:49])[CH:45]=2)[C:40]1=[O:52])(=O)C.C(=O)([O-])[O-].[Na+].[Na+].O.[OH-].[Li+], predict the reaction product. The product is: [C:48]([C:44]1[CH:45]=[C:46]2[C:41](=[CH:42][CH:43]=1)[C:40](=[O:52])[N:39]([C:25]1[CH:26]=[CH:27][CH:28]=[C:29]([C:2]3[CH:3]=[C:4]([NH:10][C:11]4[CH:15]=[CH:14][N:13]([CH:16]5[CH2:18][CH2:17]5)[N:12]=4)[C:5](=[O:9])[N:6]([CH3:8])[CH:7]=3)[C:24]=1[CH2:23][OH:22])[CH2:47]2)([CH3:51])([CH3:49])[CH3:50]. (5) Given the reactants [F:1][C:2]([CH3:29])([CH3:28])[C:3]([N:5]1[CH2:10][CH2:9][CH:8]([CH:11]([C:13]2[N:17]3[N:18]=[CH:19][CH:20]=[CH:21][C:16]3=[C:15]([C:22]([O:24][CH2:25][CH3:26])=[O:23])[C:14]=2[CH3:27])[CH3:12])[CH2:7][CH2:6]1)=O.B, predict the reaction product. The product is: [F:1][C:2]([CH3:29])([CH3:28])[CH2:3][N:5]1[CH2:10][CH2:9][CH:8]([CH:11]([C:13]2[N:17]3[N:18]=[CH:19][CH:20]=[CH:21][C:16]3=[C:15]([C:22]([O:24][CH2:25][CH3:26])=[O:23])[C:14]=2[CH3:27])[CH3:12])[CH2:7][CH2:6]1. (6) Given the reactants [CH3:1][C:2]1[O:3][C:4]2[CH2:5][CH2:6][C:7]3[CH:16]=[CH:15][CH:14]=[CH:13][C:8]=3[C:9](=O)[C:10]=2[N:11]=1.[CH:17](Br)=[CH2:18].[OH:20][C:21]1[CH:22]=C(B(O)O)[CH:24]=[CH:25][CH:26]=1, predict the reaction product. The product is: [CH3:1][C:2]1[O:3][C:4]2[CH2:5][CH2:6][C:7]3[CH:16]=[CH:15][CH:14]=[CH:13][C:8]=3[C:9](=[CH:24][C:25]3[CH:26]=[C:21]([OH:20])[CH:22]=[CH:17][CH:18]=3)[C:10]=2[N:11]=1. (7) Given the reactants [NH2:1][CH2:2][CH:3]([N:5]1[C:14]2[C:9](=[CH:10][CH:11]=[CH:12][CH:13]=2)[CH:8]([CH2:15][OH:16])[CH2:7][CH2:6]1)[CH3:4].C=O.[C:19](O)(C(F)(F)F)=O, predict the reaction product. The product is: [CH3:4][CH:3]1[N:5]2[C:14]3[C:9]([CH:8]([CH2:15][OH:16])[CH2:7][CH2:6]2)=[CH:10][CH:11]=[CH:12][C:13]=3[CH2:19][NH:1][CH2:2]1.